From a dataset of Catalyst prediction with 721,799 reactions and 888 catalyst types from USPTO. Predict which catalyst facilitates the given reaction. (1) Reactant: [CH3:1][N:2]1[CH:7]=[CH:6][C:5](=[O:8])[N:4]([C:9]2[CH:21]=[CH:20][C:12]([CH2:13][C@@H:14]([C:16]([O:18]C)=[O:17])[NH2:15])=[CH:11][CH:10]=2)[C:3]1=[O:22].[CH2:23]([NH:25][C:26]([C:28]1[CH:33]=[CH:32][C:31]([S:34]([NH:37][C:38]2[CH:46]=[C:45]([F:47])[C:41]([C:42](O)=[O:43])=[C:40]([F:48])[CH:39]=2)(=[O:36])=[O:35])=[CH:30][CH:29]=1)=[O:27])[CH3:24].CN(C(ON1N=NC2C=CC=NC1=2)=[N+](C)C)C.F[P-](F)(F)(F)(F)F.C(N(C(C)C)CC)(C)C. Product: [CH2:23]([NH:25][C:26]([C:28]1[CH:33]=[CH:32][C:31]([S:34]([NH:37][C:38]2[CH:39]=[C:40]([F:48])[C:41]([C:42]([NH:15][C@H:14]([C:16]([OH:18])=[O:17])[CH2:13][C:12]3[CH:20]=[CH:21][C:9]([N:4]4[C:5](=[O:8])[CH:6]=[CH:7][N:2]([CH3:1])[C:3]4=[O:22])=[CH:10][CH:11]=3)=[O:43])=[C:45]([F:47])[CH:46]=2)(=[O:36])=[O:35])=[CH:30][CH:29]=1)=[O:27])[CH3:24]. The catalyst class is: 2. (2) Reactant: C([O:4][CH2:5][CH2:6][C:7]1[S:11][C:10]([S:12]([NH:15][C:16]([NH:18][C:19]2[N:24]=[C:23]([C:25](OC)=[O:26])[CH:22]=[C:21]([C:29]([F:32])([F:31])[F:30])[CH:20]=2)=[O:17])(=[O:14])=[O:13])=[CH:9][C:8]=1[CH3:33])(=O)C.[BH4-].[Li+]. Product: [OH:4][CH2:5][CH2:6][C:7]1[S:11][C:10]([S:12]([NH:15][C:16](=[O:17])[NH:18][C:19]2[CH:20]=[C:21]([C:29]([F:31])([F:32])[F:30])[CH:22]=[C:23]([CH2:25][OH:26])[N:24]=2)(=[O:14])=[O:13])=[CH:9][C:8]=1[CH3:33]. The catalyst class is: 7. (3) Reactant: [CH2:1]([NH:3][C:4]([C:6]1[C:11]([NH2:12])=[N:10][CH:9]=[C:8]([Br:13])[N:7]=1)=[O:5])[CH3:2].Cl[C:15](Cl)([O:17]C(=O)OC(Cl)(Cl)Cl)Cl.C(=O)([O-])O.[Na+]. Product: [Br:13][C:8]1[N:7]=[C:6]2[C:11](=[N:10][CH:9]=1)[NH:12][C:15](=[O:17])[N:3]([CH2:1][CH3:2])[C:4]2=[O:5]. The catalyst class is: 1. (4) Reactant: [CH2:1]([N:3]1[C:12]2[C:7](=[CH:8][CH:9]=[CH:10][CH:11]=2)[NH:6][C:5](=O)[C:4]1=[O:14])[CH3:2].P(Br)(Br)([Br:17])=O.C(=O)([O-])[O-].[Na+].[Na+]. Product: [Br:17][C:5]1[C:4](=[O:14])[N:3]([CH2:1][CH3:2])[C:12]2[C:7]([N:6]=1)=[CH:8][CH:9]=[CH:10][CH:11]=2. The catalyst class is: 68. (5) The catalyst class is: 7. Product: [NH2:1][C:2]1[CH:10]=[CH:9][CH:8]=[C:7]([N+:11]([O-:13])=[O:12])[C:3]=1[C:4]([NH:19][CH:18]([CH2:20][C:21]1[CH:26]=[CH:25][CH:24]=[CH:23][CH:22]=1)[C:17]([O:16][CH3:15])=[O:27])=[O:6]. Reactant: [NH2:1][C:2]1[CH:10]=[CH:9][CH:8]=[C:7]([N+:11]([O-:13])=[O:12])[C:3]=1[C:4]([OH:6])=O.Cl.[CH3:15][O:16][C:17](=[O:27])[CH:18]([CH2:20][C:21]1[CH:26]=[CH:25][CH:24]=[CH:23][CH:22]=1)[NH2:19].C(N(C(C)C)C(C)C)C.N1(OC(N(C)C)=[N+](C)C)C2C=CC=CC=2N=N1.F[B-](F)(F)F.